Dataset: hERG Central: cardiac toxicity at 1µM, 10µM, and general inhibition. Task: Predict hERG channel inhibition at various concentrations. (1) The compound is CC(C)(C)c1ccc(OCC(=O)N2CCN(c3ccccn3)CC2)cc1. Results: hERG_inhib (hERG inhibition (general)): blocker. (2) The drug is CCN(CC)CCNc1nc(-c2ccc(OC(F)F)cc2)c(C)s1. Results: hERG_inhib (hERG inhibition (general)): blocker.